Task: Predict the product of the given reaction.. Dataset: Forward reaction prediction with 1.9M reactions from USPTO patents (1976-2016) (1) Given the reactants [F:1][C:2]([F:20])([F:19])[C:3]1[CH:8]=[CH:7][C:6]([C:9]2[CH:10]=[C:11]([S:15](Cl)(=[O:17])=[O:16])[CH:12]=[CH:13][CH:14]=2)=[CH:5][CH:4]=1.[NH2:21][C:22]1[CH:23]=[C:24]([C:28]2[NH:32][N:31]=[N:30][N:29]=2)[CH:25]=[CH:26][CH:27]=1, predict the reaction product. The product is: [NH:32]1[C:28]([C:24]2[CH:23]=[C:22]([NH:21][S:15]([C:11]3[CH:12]=[CH:13][CH:14]=[C:9]([C:6]4[CH:7]=[CH:8][C:3]([C:2]([F:20])([F:19])[F:1])=[CH:4][CH:5]=4)[CH:10]=3)(=[O:17])=[O:16])[CH:27]=[CH:26][CH:25]=2)=[N:29][N:30]=[N:31]1. (2) Given the reactants Cl.[CH:2]([N:5]1[CH2:10][CH2:9][CH:8]([NH:11][C:12]([C:14]2[N:27]([CH2:28][C:29]3[CH:33]=[C:32]([C:34]4[S:35][C:36]([Cl:39])=[CH:37][CH:38]=4)[O:31][N:30]=3)[C:17]3=[CH:18][N:19]=[C:20]([O:22][CH2:23][CH2:24][O:25]C)[CH:21]=[C:16]3[CH:15]=2)=[O:13])[CH2:7][CH2:6]1)([CH3:4])[CH3:3].B(Br)(Br)Br.Cl, predict the reaction product. The product is: [CH:2]([N:5]1[CH2:10][CH2:9][CH:8]([NH:11][C:12]([C:14]2[N:27]([CH2:28][C:29]3[CH:33]=[C:32]([C:34]4[S:35][C:36]([Cl:39])=[CH:37][CH:38]=4)[O:31][N:30]=3)[C:17]3=[CH:18][N:19]=[C:20]([O:22][CH2:23][CH2:24][OH:25])[CH:21]=[C:16]3[CH:15]=2)=[O:13])[CH2:7][CH2:6]1)([CH3:4])[CH3:3]. (3) The product is: [Cl:18][C:16]([O:9][C:6]1([C:4]([O:3][CH2:1][CH3:2])=[O:5])[CH2:8][CH2:7]1)=[O:17]. Given the reactants [CH2:1]([O:3][C:4]([C:6]1([OH:9])[CH2:8][CH2:7]1)=[O:5])[CH3:2].N1C=CC=CC=1.[C:16](Cl)([Cl:18])=[O:17], predict the reaction product. (4) Given the reactants [CH2:1]([O:3][C:4]([C:6]1[C:10]([CH2:11][OH:12])=[CH:9][S:8][C:7]=1[NH:13][C:14]([O:16][C:17]([CH3:20])([CH3:19])[CH3:18])=[O:15])=[O:5])[CH3:2], predict the reaction product. The product is: [CH2:1]([O:3][C:4]([C:6]1[C:10]([CH:11]=[O:12])=[CH:9][S:8][C:7]=1[NH:13][C:14]([O:16][C:17]([CH3:18])([CH3:20])[CH3:19])=[O:15])=[O:5])[CH3:2]. (5) Given the reactants [CH3:1][O:2][C:3]([C:5]1[C:10]([NH2:11])=[N:9][C:8](Cl)=[CH:7][N:6]=1)=[O:4].[CH2:13]([Sn](CCCC)(CCCC)C=C)[CH2:14]CC.[Cl-].[Li+].O, predict the reaction product. The product is: [CH3:1][O:2][C:3]([C:5]1[C:10]([NH2:11])=[N:9][C:8]([CH:13]=[CH2:14])=[CH:7][N:6]=1)=[O:4]. (6) The product is: [F:1][C:2]1[C:17]([CH3:18])=[CH:16][C:5]2[N:6]([CH:10]3[CH2:11][CH2:12][N:13]([C:26]4([C:27]#[N:28])[CH2:30][CH2:36][O:31][CH2:32][CH2:25]4)[CH2:14][CH2:15]3)[C:7](=[O:9])[O:8][C:4]=2[CH:3]=1. Given the reactants [F:1][C:2]1[C:17]([CH3:18])=[CH:16][C:5]2[N:6]([CH:10]3[CH2:15][CH2:14][NH:13][CH2:12][CH2:11]3)[C:7](=[O:9])[O:8][C:4]=2[CH:3]=1.S([O-])([O-])(=O)=O.[Mg+2].[CH3:25][C:26]([CH3:30])(O)[C:27]#[N:28].[O:31]1[CH2:36]CC(=O)C[CH2:32]1, predict the reaction product.